This data is from Reaction yield outcomes from USPTO patents with 853,638 reactions. The task is: Predict the reaction yield, written as a fraction of the theoretical maximum amount of product (1.0 means a 100% yield; for example, 0.34 means a 34% yield). (1) The reactants are [C:1]([C:5]1[NH:6][C:7]2[C:12]([CH:13]=1)=[C:11]([F:14])[C:10]([N+:15]([O-])=O)=[CH:9][CH:8]=2)([CH3:4])([CH3:3])[CH3:2].[BH4-].[Na+].O. The catalyst is CO.Cl[Ni]Cl. The product is [C:1]([C:5]1[NH:6][C:7]2[C:12]([CH:13]=1)=[C:11]([F:14])[C:10]([NH2:15])=[CH:9][CH:8]=2)([CH3:4])([CH3:2])[CH3:3]. The yield is 0.500. (2) The reactants are [CH3:1][O:2][C:3]1[CH:9]=[CH:8][C:7]([N+:10]([O-:12])=[O:11])=[CH:6][C:4]=1[NH2:5].[CH3:13][S:14](Cl)(=[O:16])=[O:15].Cl. The catalyst is N1C=CC=CC=1. The product is [CH3:1][O:2][C:3]1[CH:9]=[CH:8][C:7]([N+:10]([O-:12])=[O:11])=[CH:6][C:4]=1[NH:5][S:14]([CH3:13])(=[O:16])=[O:15]. The yield is 0.710. (3) The reactants are [C:1]([O:5][P:6](=[O:29])([O:24][C:25]([CH3:28])([CH3:27])[CH3:26])[O:7][C:8]1[CH:13]=[CH:12][C:11](Br)=[CH:10][C:9]=1[CH2:15][O:16][Si:17]([C:20]([CH3:23])([CH3:22])[CH3:21])([CH3:19])[CH3:18])([CH3:4])([CH3:3])[CH3:2].C(=O)([O-])[O-].[K+].[K+].[CH:36]1(P(C2CCCCC2)C2CCCCC2)CCCC[CH2:37]1.C(Cl)(Cl)Cl.CO. The catalyst is C1(C)C=CC=CC=1.C(O)C.C([O-])(=O)C.[Pd+2].C([O-])(=O)C. The product is [Si:17]([O:16][CH2:15][C:9]1[CH:10]=[C:11]([CH:36]=[CH2:37])[CH:12]=[CH:13][C:8]=1[O:7][P:6](=[O:29])([O:24][C:25]([CH3:28])([CH3:27])[CH3:26])[O:5][C:1]([CH3:4])([CH3:3])[CH3:2])([C:20]([CH3:23])([CH3:22])[CH3:21])([CH3:19])[CH3:18]. The yield is 0.800. (4) The reactants are [CH2:1]([O:3][C:4](=[O:12])[C:5]1[CH:10]=[CH:9][CH:8]=[N:7][C:6]=1[CH3:11])[CH3:2].C1(C)C=C(C)C=C(C)C=1S(ON)(=O)=O.CO[CH:29](OC)[N:30](C)C. The catalyst is C(Cl)Cl.CN(C=O)C. The product is [CH2:1]([O:3][C:4]([C:5]1[C:6]2[N:7]([N:30]=[CH:29][CH:11]=2)[CH:8]=[CH:9][CH:10]=1)=[O:12])[CH3:2]. The yield is 0.740.